From a dataset of Full USPTO retrosynthesis dataset with 1.9M reactions from patents (1976-2016). Predict the reactants needed to synthesize the given product. (1) The reactants are: [C:1]([Br:5])(Br)(Br)Br.[P:6]([O:14][C:15]1[CH:20]=[CH:19][C:18](CO)=[CH:17][CH:16]=1)([O:11][CH2:12][CH3:13])([O:8][CH2:9][CH3:10])=[O:7].C1(P(C2C=CC=CC=2)C2C=CC=CC=2)C=CC=CC=1. Given the product [P:6]([O:14][C:15]1[CH:20]=[CH:19][C:18]([CH2:1][Br:5])=[CH:17][CH:16]=1)([O:11][CH2:12][CH3:13])([O:8][CH2:9][CH3:10])=[O:7], predict the reactants needed to synthesize it. (2) Given the product [CH3:69][C:68]1[CH:67]=[C:66]([CH3:70])[NH:65][C:64](=[O:71])[C:63]=1[CH2:62][NH:61][C:4](=[O:5])[C:3]1[CH:8]=[C:9]([CH:20]2[CH2:21][N:22]([CH3:24])[CH2:23]2)[CH:10]=[C:11]([N:12]([CH3:19])[CH:13]2[CH2:14][CH2:15][O:16][CH2:17][CH2:18]2)[C:2]=1[CH3:1], predict the reactants needed to synthesize it. The reactants are: [CH3:1][C:2]1[C:11]([N:12]([CH3:19])[CH:13]2[CH2:18][CH2:17][O:16][CH2:15][CH2:14]2)=[CH:10][C:9]([CH:20]2[CH2:23][N:22]([CH3:24])[CH2:21]2)=[CH:8][C:3]=1[C:4](OC)=[O:5].[OH-].[Na+].Cl.CCN(C(C)C)C(C)C.CN(C(ON1N=NC2C=CC=NC1=2)=[N+](C)C)C.F[P-](F)(F)(F)(F)F.[NH2:61][CH2:62][C:63]1[C:64](=[O:71])[NH:65][C:66]([CH3:70])=[CH:67][C:68]=1[CH3:69]. (3) Given the product [CH3:32][N:31]([S:28]([N:6]([CH2:5][C:4]([OH:34])=[O:3])[CH2:7][C:8]1[CH:13]=[CH:12][CH:11]=[C:10]([O:14][CH2:15][C:16]2[N:17]=[C:18]([C:22]3[CH:27]=[CH:26][CH:25]=[CH:24][CH:23]=3)[O:19][C:20]=2[CH3:21])[CH:9]=1)(=[O:29])=[O:30])[CH3:33], predict the reactants needed to synthesize it. The reactants are: C([O:3][C:4](=[O:34])[CH2:5][N:6]([S:28]([N:31]([CH3:33])[CH3:32])(=[O:30])=[O:29])[CH2:7][C:8]1[CH:13]=[CH:12][CH:11]=[C:10]([O:14][CH2:15][C:16]2[N:17]=[C:18]([C:22]3[CH:27]=[CH:26][CH:25]=[CH:24][CH:23]=3)[O:19][C:20]=2[CH3:21])[CH:9]=1)C. (4) The reactants are: N(OC(C)(C)C)=O.N[C:9]1[C:10]([O:35][C:36]2[CH:41]=[CH:40][CH:39]=[CH:38][CH:37]=2)=[CH:11][C:12]([C:25]2[CH:26]=[CH:27][C:28]3[O:33][CH2:32][CH2:31][CH2:30][C:29]=3[CH:34]=2)=[C:13]([CH:15]([O:20][C:21]([CH3:24])([CH3:23])[CH3:22])[C:16]([O:18][CH3:19])=[O:17])[CH:14]=1. Given the product [C:21]([O:20][CH:15]([C:13]1[CH:14]=[CH:9][C:10]([O:35][C:36]2[CH:41]=[CH:40][CH:39]=[CH:38][CH:37]=2)=[CH:11][C:12]=1[C:25]1[CH:26]=[CH:27][C:28]2[O:33][CH2:32][CH2:31][CH2:30][C:29]=2[CH:34]=1)[C:16]([O:18][CH3:19])=[O:17])([CH3:24])([CH3:22])[CH3:23], predict the reactants needed to synthesize it. (5) Given the product [Cl:1][C:2]1[CH:25]=[CH:24][C:5]([CH2:6][N:7]2[C:11]([CH3:12])=[C:10]([C:13]3[CH:14]=[CH:15][C:16]([C:19]#[N:20])=[CH:17][CH:18]=3)[C:9]([C:21]#[N:22])=[C:8]2[CH3:23])=[CH:4][C:3]=1[CH2:26][O:27][C:28](=[O:34])[CH2:29][CH2:30][C:31]([OH:33])=[O:32], predict the reactants needed to synthesize it. The reactants are: [Cl:1][C:2]1[CH:25]=[CH:24][C:5]([CH2:6][N:7]2[C:11]([CH3:12])=[C:10]([C:13]3[CH:18]=[CH:17][C:16]([C:19]#[N:20])=[CH:15][CH:14]=3)[C:9]([C:21]#[N:22])=[C:8]2[CH3:23])=[CH:4][C:3]=1[CH2:26][OH:27].[C:28]1(=[O:34])[O:33][C:31](=[O:32])[CH2:30][CH2:29]1.C(O)(=O)CC(CC(O)=O)(C(O)=O)O.